From a dataset of Reaction yield outcomes from USPTO patents with 853,638 reactions. Predict the reaction yield, written as a fraction of the theoretical maximum amount of product (1.0 means a 100% yield; for example, 0.34 means a 34% yield). The catalyst is C(Cl)Cl. The product is [CH:1]1([CH2:7][CH:8]([C:11]2[C:19]3[C:14](=[CH:15][C:16]([OH:20])=[CH:17][CH:18]=3)[NH:13][N:12]=2)[C:9]#[N:10])[CH2:6][CH2:5][CH2:4][CH2:3][CH2:2]1. The reactants are [CH:1]1([CH2:7][CH:8]([C:11]2[C:19]3[C:14](=[CH:15][C:16]([O:20]C)=[CH:17][CH:18]=3)[NH:13][N:12]=2)[C:9]#[N:10])[CH2:6][CH2:5][CH2:4][CH2:3][CH2:2]1.B(Br)(Br)Br.C(Cl)Cl.C([O-])(O)=O.[Na+]. The yield is 0.510.